Dataset: Reaction yield outcomes from USPTO patents with 853,638 reactions. Task: Predict the reaction yield, written as a fraction of the theoretical maximum amount of product (1.0 means a 100% yield; for example, 0.34 means a 34% yield). (1) The reactants are [CH3:1][S:2]([N:5]1[CH2:10][CH2:9][C:8]2[N:11]([CH2:24][CH:25]3[CH2:27][O:26]3)[N:12]=[C:13]([C:14]3[CH:19]=[CH:18][C:17]([C:20]([F:23])([F:22])[F:21])=[CH:16][CH:15]=3)[C:7]=2[CH2:6]1)(=[O:4])=[O:3].[Cl:28][C:29]1[CH:37]=[C:36]2[C:32]([CH:33]=[CH:34][N:35]2[CH:38]2[CH2:43][CH2:42][NH:41][CH2:40][CH2:39]2)=[CH:31][CH:30]=1. The catalyst is CCO. The product is [Cl:28][C:29]1[CH:37]=[C:36]2[C:32]([CH:33]=[CH:34][N:35]2[CH:38]2[CH2:43][CH2:42][N:41]([CH2:27][CH:25]([OH:26])[CH2:24][N:11]3[C:8]4[CH2:9][CH2:10][N:5]([S:2]([CH3:1])(=[O:4])=[O:3])[CH2:6][C:7]=4[C:13]([C:14]4[CH:19]=[CH:18][C:17]([C:20]([F:23])([F:21])[F:22])=[CH:16][CH:15]=4)=[N:12]3)[CH2:40][CH2:39]2)=[CH:31][CH:30]=1. The yield is 0.480. (2) The yield is 0.710. The product is [CH2:3]([N:10]1[CH2:15][CH2:14][CH2:13][C:12]2([O:16][CH2:17]2)[CH2:11]1)[C:4]1[CH:5]=[CH:6][CH:7]=[CH:8][CH:9]=1. The catalyst is C1COCC1. The reactants are [H-].[Na+].[CH2:3]([N:10]1[CH2:15][CH2:14][CH2:13][C:12](=[O:16])[CH2:11]1)[C:4]1[CH:9]=[CH:8][CH:7]=[CH:6][CH:5]=1.[CH3:17]S(C)=O. (3) The reactants are C[O:2][C:3]([C:5]1[C:6]2[CH2:7][C:8]([CH3:29])([CH3:28])[CH:9]([C:16]3[CH:21]=[CH:20][CH:19]=[C:18]([N:22]4[CH2:27][CH2:26][O:25][CH2:24][CH2:23]4)[CH:17]=3)[NH:10][C:11]=2[CH:12]=[CH:13][C:14]=1[Cl:15])=[O:4].[OH-].[Na+].Cl. The catalyst is CO.O1CCCC1.O. The product is [Cl:15][C:14]1[CH:13]=[CH:12][C:11]2[NH:10][CH:9]([C:16]3[CH:21]=[CH:20][CH:19]=[C:18]([N:22]4[CH2:23][CH2:24][O:25][CH2:26][CH2:27]4)[CH:17]=3)[C:8]([CH3:29])([CH3:28])[CH2:7][C:6]=2[C:5]=1[C:3]([OH:4])=[O:2]. The yield is 0.900. (4) The reactants are [CH3:1][CH:2]1[C:10]2[CH:9]=[C:8]3[O:11][CH2:12][O:13][C:7]3=[CH:6][C:5]=2[C:4](=[O:14])[N:3]1[CH2:15][CH2:16][CH:17]1[CH2:22][CH2:21][N:20](C(OC(C)(C)C)=O)[CH2:19][CH2:18]1.C(O)C.[ClH:33]. The catalyst is C(OCC)(=O)C. The product is [ClH:33].[CH3:1][CH:2]1[C:10]2[CH:9]=[C:8]3[O:11][CH2:12][O:13][C:7]3=[CH:6][C:5]=2[C:4](=[O:14])[N:3]1[CH2:15][CH2:16][CH:17]1[CH2:22][CH2:21][NH:20][CH2:19][CH2:18]1. The yield is 0.810. (5) The reactants are [C:1]([OH:11])(=[O:10])[C@@H:2]([C:4]1[CH:9]=[CH:8][CH:7]=[CH:6][CH:5]=1)[OH:3].CCCCC.[CH3:17][C:18]([CH:21]=O)([CH3:20])[CH3:19].C([O-])(O)=O.[Na+]. The catalyst is FC(F)(F)S(O)(=O)=O. The product is [C:18]([C@H:21]1[O:10][C:1](=[O:11])[C@@H:2]([C:4]2[CH:9]=[CH:8][CH:7]=[CH:6][CH:5]=2)[O:3]1)([CH3:20])([CH3:19])[CH3:17]. The yield is 0.880. (6) The reactants are CN([CH:4]=[O:5])C.O=P(Cl)(Cl)Cl.[CH3:11][O:12][C:13]([N:15]1[CH:20]=[CH:19][CH2:18][C:17]([CH:21]2[CH2:25][CH2:24][CH2:23][N:22]2[CH3:26])=[CH:16]1)=[O:14].CC([O-])=O.[Na+].C([O-])(O)=O.[Na+]. The catalyst is C(Cl)Cl.O. The product is [CH3:11][O:12][C:13]([N:15]1[CH:16]=[C:17]([C@@H:21]2[CH2:25][CH2:24][CH2:23][N:22]2[CH3:26])[CH2:18][C:19]([CH:4]=[O:5])=[CH:20]1)=[O:14]. The yield is 0.540. (7) The reactants are Cl[C:2]1N=C(Cl)C=C[C:3]=1C(N)=O.CC1(C)C(C)(C)OB(C2CCN(C(OC(C)(C)C)=O)CC=2)O1.[C:34]([C:37]1[CH:38]=[CH:39][C:40]([C:57]2[CH2:62][CH2:61][N:60]([C:63](OC(C)(C)C)=[O:64])[CH2:59][CH:58]=2)=[N:41][C:42]=1[NH:43][C:44]1[CH:49]=[CH:48][C:47]([CH2:50][CH2:51][N:52]2[CH2:56][CH2:55][CH2:54][CH2:53]2)=[CH:46][CH:45]=1)(=[O:36])[NH2:35].O(C1C=C(C=CC=1)OC1N=CC(C2CCNCC2)=CC=1C(N)=O)C1C=CC=CC=1. No catalyst specified. The product is [C:63]([N:60]1[CH2:59][CH:58]=[C:57]([C:40]2[CH:39]=[CH:38][C:37]([C:34]([NH2:35])=[O:36])=[C:42]([NH:43][C:44]3[CH:45]=[CH:46][C:47]([CH2:50][CH2:51][N:52]4[CH2:53][CH2:54][CH2:55][CH2:56]4)=[CH:48][CH:49]=3)[N:41]=2)[CH2:62][CH2:61]1)(=[O:64])[CH:2]=[CH2:3]. The yield is 0.340.